From a dataset of Catalyst prediction with 721,799 reactions and 888 catalyst types from USPTO. Predict which catalyst facilitates the given reaction. (1) Product: [O-:34][N+:23]1[C:24]2[CH:30]=[C:29]3[CH2:31][CH2:32][O:33][C:28]3=[CH:27][C:25]=2[N+:26]([O-:4])=[C:21]([NH:20][CH2:19][CH2:18][N:17]([CH3:35])[CH3:16])[N:22]=1. The catalyst class is: 366. Reactant: OO.C(OC(C(F)(F)F)=O)(C(F)(F)F)=[O:4].[CH3:16][N:17]([CH3:35])[CH2:18][CH2:19][NH:20][C:21]1[N:22]=[N+:23]([O-:34])[C:24]2[CH:30]=[C:29]3[CH2:31][CH2:32][O:33][C:28]3=[CH:27][C:25]=2[N:26]=1.C(O)(C(F)(F)F)=O.N. (2) Reactant: [CH3:1][O:2][C:3]1[CH:4]=[CH:5][C:6]([C:10]2[CH:19]=[CH:18][C:17]3[C:12](=[CH:13][CH:14]=[C:15]([O:20][CH3:21])[CH:16]=3)[CH:11]=2)=[C:7](N)[CH:8]=1.F[B-](F)(F)F.[H+].N(O[CH2:31][CH2:32][CH:33]([CH3:35])C)=O.[CH2:36]([O:38][CH2:39][CH3:40])[CH3:37]. Product: [CH2:36]([O:38][C:39]1[CH:31]=[C:32]([C:7]2[CH:8]=[C:3]([O:2][CH3:1])[CH:4]=[CH:5][C:6]=2[C:10]2[CH:19]=[CH:18][C:17]3[C:12](=[CH:13][CH:14]=[C:15]([O:20][CH3:21])[CH:16]=3)[CH:11]=2)[CH:33]=[CH:35][CH:40]=1)[C:37]1[CH:5]=[CH:4][CH:3]=[CH:8][CH:7]=1. The catalyst class is: 7. (3) Reactant: [Cl:1][C:2]1[CH:7]=[CH:6][CH:5]=[C:4]([F:8])[C:3]=1[CH2:9][SH:10].C(N(C(C)C)CC)(C)C.CC1(C)C2C(=C(P(C3C=CC=CC=3)C3C=CC=CC=3)C=CC=2)OC2C(P(C3C=CC=CC=3)C3C=CC=CC=3)=CC=CC1=2.Br[C:63]1[N:70]2[C:66]([S:67][CH:68]=[C:69]2[C:71]2[CH:76]=[CH:75][CH:74]=[C:73]([Cl:77])[CH:72]=2)=[N:65][CH:64]=1.N#N. Product: [Cl:1][C:2]1[CH:7]=[CH:6][CH:5]=[C:4]([F:8])[C:3]=1[CH2:9][S:10][C:63]1[N:70]2[C:66]([S:67][CH:68]=[C:69]2[C:71]2[CH:76]=[CH:75][CH:74]=[C:73]([Cl:77])[CH:72]=2)=[N:65][CH:64]=1. The catalyst class is: 62.